This data is from Catalyst prediction with 721,799 reactions and 888 catalyst types from USPTO. The task is: Predict which catalyst facilitates the given reaction. (1) Reactant: [N:1]1[C:9]2[CH2:8][CH:7]([C:10]([NH2:12])=O)[CH2:6][C:5]=2[CH:4]=[CH:3][CH:2]=1.[H-].[H-].[H-].[H-].[Li+].[Al+3].O.[OH-].[Na+]. Product: [N:1]1[C:9]2[CH2:8][CH:7]([CH2:10][NH2:12])[CH2:6][C:5]=2[CH:4]=[CH:3][CH:2]=1. The catalyst class is: 1. (2) Reactant: [Cl:1][C:2]1[N:10]=[C:9]2[C:5]([N:6]=[CH:7][N:8]2[C@@H:11]2[O:25][C@H:24]([CH2:26][O:27]C(=O)C3C=CC(Cl)=CC=3)[C@@H:13]([O:14]C(=O)C3C=CC(Cl)=CC=3)[CH2:12]2)=[C:4]([NH:37][Si](C)(C)C)[N:3]=1.CO[Na].CO. Product: [Cl:1][C:2]1[N:3]=[C:4]([NH2:37])[C:5]2[N:6]=[CH:7][N:8]([C:9]=2[N:10]=1)[C@@H:11]1[O:25][C@H:24]([CH2:26][OH:27])[C@@H:13]([OH:14])[CH2:12]1. The catalyst class is: 5.